Dataset: Catalyst prediction with 721,799 reactions and 888 catalyst types from USPTO. Task: Predict which catalyst facilitates the given reaction. (1) The catalyst class is: 103. Reactant: [C:1]([Si:5]([CH3:35])([CH3:34])[O:6][CH:7]([CH2:18][O:19][C:20]1[CH:25]=[CH:24][CH:23]=[C:22]([C:26]2[N:31]=[C:30](Cl)[CH:29]=[C:28]([Cl:33])[N:27]=2)[CH:21]=1)[CH2:8][N:9]([CH3:17])[C:10](=[O:16])[O:11][C:12]([CH3:15])([CH3:14])[CH3:13])([CH3:4])([CH3:3])[CH3:2].O1CCOC[CH2:37]1.[CH3:42][C:43]1[C:47](B(O)O)=[C:46]([CH3:51])[O:45][N:44]=1.C([O-])([O-])=O.[Na+].[Na+]. Product: [Si:5]([O:6][CH:7]([CH2:18][O:19][C:20]1[CH:25]=[CH:24][CH:23]=[C:22]([C:26]2[N:27]=[C:28]([Cl:33])[C:29]([CH3:37])=[C:30]([C:47]3[C:43]([CH3:42])=[N:44][O:45][C:46]=3[CH3:51])[N:31]=2)[CH:21]=1)[CH2:8][N:9]([CH3:17])[C:10](=[O:16])[O:11][C:12]([CH3:15])([CH3:14])[CH3:13])([C:1]([CH3:3])([CH3:4])[CH3:2])([CH3:35])[CH3:34]. (2) Reactant: [CH2:1]([NH:4][C:5]1[C:14]2[C:9](=[CH:10][CH:11]=[C:12]([N+:15]([O-:17])=[O:16])[CH:13]=2)[N:8]=[C:7](Cl)[N:6]=1)[CH:2]=[CH2:3].[CH2:19]([NH2:26])[CH2:20][CH2:21][CH2:22][CH2:23][CH2:24][CH3:25]. Product: [CH2:1]([NH:4][C:5]1[C:14]2[C:9](=[CH:10][CH:11]=[C:12]([N+:15]([O-:17])=[O:16])[CH:13]=2)[N:8]=[C:7]([NH:26][CH2:19][CH2:20][CH2:21][CH2:22][CH2:23][CH2:24][CH3:25])[N:6]=1)[CH:2]=[CH2:3]. The catalyst class is: 6. (3) Reactant: [CH:1]1[C:6]([C@H:7]2[C@H:12]([CH2:13][O:14][C:15]3[CH:16]=[CH:17][C:18]4[O:23][CH2:22][O:21][C:19]=4[CH:20]=3)[CH2:11][NH:10][CH2:9][CH2:8]2)=[CH:5][CH:4]=[C:3]([F:24])[CH:2]=1.[P:25](=[O:29])([OH:28])([OH:27])[OH:26]. Product: [CH:5]1[C:6]([C@H:7]2[C@H:12]([CH2:13][O:14][C:15]3[CH:16]=[CH:17][C:18]4[O:23][CH2:22][O:21][C:19]=4[CH:20]=3)[CH2:11][NH:10][CH2:9][CH2:8]2)=[CH:1][CH:2]=[C:3]([F:24])[CH:4]=1.[P:25]([O-:29])([O-:28])([O-:27])=[O:26]. The catalyst class is: 8. (4) Reactant: [CH3:1][C:2]1([CH3:20])[C:6](=O)[N:5]([C:8]([O:10][C:11]([CH3:14])([CH3:13])[CH3:12])=[O:9])[C@H:4]([C:15]([O:17][CH2:18][CH3:19])=[O:16])[CH2:3]1.[CH3:21][Si](C)(C)[N-][Si](C)(C)C.[Li+].IC. Product: [CH3:21][C:4]1([C:15]([O:17][CH2:18][CH3:19])=[O:16])[CH2:3][C:2]([CH3:20])([CH3:1])[CH2:6][N:5]1[C:8]([O:10][C:11]([CH3:14])([CH3:13])[CH3:12])=[O:9]. The catalyst class is: 1. (5) Reactant: [H-].[Al+3].[Li+].[H-].[H-].[H-].[NH:7]1[C:15]2[C:10](=[CH:11][CH:12]=[CH:13][CH:14]=2)[C:9]2([CH2:18][CH2:17][CH2:16]2)[C:8]1=O.O. Product: [NH:7]1[C:15]2[C:10](=[CH:11][CH:12]=[CH:13][CH:14]=2)[C:9]2([CH2:18][CH2:17][CH2:16]2)[CH2:8]1. The catalyst class is: 1. (6) Reactant: [C:1]([C:5]1[CH:6]=[C:7]([N+:20]([O-])=O)[C:8]([O:18][CH3:19])=[C:9]([CH:11]([NH:16][CH3:17])[C:12]([F:15])([F:14])[F:13])[CH:10]=1)([CH3:4])([CH3:3])[CH3:2]. Product: [C:1]([C:5]1[CH:10]=[C:9]([CH:11]([NH:16][CH3:17])[C:12]([F:15])([F:14])[F:13])[C:8]([O:18][CH3:19])=[C:7]([CH:6]=1)[NH2:20])([CH3:4])([CH3:2])[CH3:3]. The catalyst class is: 19. (7) Reactant: C([O:5][C:6](=[O:26])[CH2:7][O:8][CH2:9][C:10]1[CH:15]=[C:14]([S:16]([N:19]2[CH2:24][CH2:23][CH2:22][CH2:21][CH2:20]2)(=[O:18])=[O:17])[CH:13]=[CH:12][C:11]=1[Cl:25])(C)(C)C. Product: [Cl:25][C:11]1[CH:12]=[CH:13][C:14]([S:16]([N:19]2[CH2:24][CH2:23][CH2:22][CH2:21][CH2:20]2)(=[O:17])=[O:18])=[CH:15][C:10]=1[CH2:9][O:8][CH2:7][C:6]([OH:26])=[O:5]. The catalyst class is: 106.